From a dataset of Forward reaction prediction with 1.9M reactions from USPTO patents (1976-2016). Predict the product of the given reaction. Given the reactants [OH:1][C@H:2]1[CH2:7][CH2:6][N:5](CC2C=CC=CC=2)[CH2:4][C@H:3]1[CH2:15][NH:16][C:17](=[O:23])[O:18][C:19]([CH3:22])([CH3:21])[CH3:20].Cl.Cl.FC1C=CC2C=CC(=O)N3C=2C=1CCC3CN1CCC(NCC2N=CC3OCSC=3C=2)CC1, predict the reaction product. The product is: [OH:1][C@H:2]1[CH2:7][CH2:6][NH:5][CH2:4][C@H:3]1[CH2:15][NH:16][C:17](=[O:23])[O:18][C:19]([CH3:21])([CH3:20])[CH3:22].